Dataset: Peptide-MHC class II binding affinity with 134,281 pairs from IEDB. Task: Regression. Given a peptide amino acid sequence and an MHC pseudo amino acid sequence, predict their binding affinity value. This is MHC class II binding data. The MHC is DRB1_1501 with pseudo-sequence DRB1_1501. The peptide sequence is PEDSALLEDPAG. The binding affinity (normalized) is 0.